From a dataset of Forward reaction prediction with 1.9M reactions from USPTO patents (1976-2016). Predict the product of the given reaction. (1) Given the reactants [NH2:1][C:2]1[C:11]2[N:12]=[C:13]([CH2:23][O:24][CH2:25][CH3:26])[N:14]([CH2:15][CH:16]3[CH2:20][O:19]C(C)(C)[O:17]3)[C:10]=2[C:9]2[CH:8]=[CH:7][C:6]([O:27][CH:28]3[CH2:33][CH2:32][N:31](C(OC(C)(C)C)=O)[CH2:30][CH2:29]3)=[CH:5][C:4]=2[N:3]=1.[ClH:41].Cl.NC1C2N=C(COCC)N(CC(O)CO)C=2C2C=CC(ON3CCCCC3)=CC=2N=1, predict the reaction product. The product is: [ClH:41].[ClH:41].[NH2:1][C:2]1[C:11]2[N:12]=[C:13]([CH2:23][O:24][CH2:25][CH3:26])[N:14]([CH2:15][CH:16]([OH:17])[CH2:20][OH:19])[C:10]=2[C:9]2[CH:8]=[CH:7][C:6]([O:27][CH:28]3[CH2:33][CH2:32][NH:31][CH2:30][CH2:29]3)=[CH:5][C:4]=2[N:3]=1. (2) Given the reactants [OH:1][C:2]1[C:3]([C:13]([O:15][CH3:16])=[O:14])=[C:4]([CH3:12])[C:5]([O:8][CH:9]([CH3:11])[CH3:10])=[N:6][CH:7]=1.[C:17]([O:21][C:22](=[O:27])[NH:23][CH2:24][CH2:25]Br)([CH3:20])([CH3:19])[CH3:18], predict the reaction product. The product is: [C:17]([O:21][C:22]([NH:23][CH2:24][CH2:25][O:1][C:2]1[C:3]([C:13]([O:15][CH3:16])=[O:14])=[C:4]([CH3:12])[C:5]([O:8][CH:9]([CH3:10])[CH3:11])=[N:6][CH:7]=1)=[O:27])([CH3:20])([CH3:19])[CH3:18]. (3) The product is: [OH:16][C@@H:14]1[CH2:15][NH:8][C@H:9]([C:10]([NH2:12])=[O:11])[CH2:13]1. Given the reactants C(OC([N:8]1[CH2:15][C@@H:14]([OH:16])[CH2:13][C@H:9]1[C:10]([NH2:12])=[O:11])=O)(C)(C)C, predict the reaction product. (4) Given the reactants [C:1]([O:5][C:6]([N:8]1[CH2:13][C@H:12]([CH2:14][F:15])[N:11]([CH2:16][C:17]([O:19]CC2C=CC=CC=2)=[O:18])[CH2:10][C@H:9]1[CH3:27])=[O:7])([CH3:4])([CH3:3])[CH3:2], predict the reaction product. The product is: [C:1]([O:5][C:6]([N:8]1[CH2:13][C@H:12]([CH2:14][F:15])[N:11]([CH2:16][C:17]([OH:19])=[O:18])[CH2:10][C@H:9]1[CH3:27])=[O:7])([CH3:4])([CH3:2])[CH3:3]. (5) Given the reactants Br[C:2]1[CH:7]=[CH:6][CH:5]=[C:4]([F:8])[CH:3]=1.[Mg].II.[CH3:12][O:13][C:14](=[O:28])[C@H:15]1[CH2:19][CH2:18][C:17](=[O:20])[N:16]1[C:21]([O:23][C:24]([CH3:27])([CH3:26])[CH3:25])=[O:22], predict the reaction product. The product is: [CH3:12][O:13][C:14](=[O:28])[C@H:15]([NH:16][C:21]([O:23][C:24]([CH3:26])([CH3:25])[CH3:27])=[O:22])[CH2:19][CH2:18][C:17]([C:2]1[CH:7]=[CH:6][CH:5]=[C:4]([F:8])[CH:3]=1)=[O:20].